Task: Predict the reactants needed to synthesize the given product.. Dataset: Full USPTO retrosynthesis dataset with 1.9M reactions from patents (1976-2016) (1) Given the product [Br:13][CH2:10][C:3]1[CH:4]=[C:5]([CH:8]=[CH:9][C:2]=1[F:1])[C:6]#[N:7], predict the reactants needed to synthesize it. The reactants are: [F:1][C:2]1[CH:9]=[CH:8][C:5]([C:6]#[N:7])=[CH:4][C:3]=1[CH2:10]O.P(Br)(Br)[Br:13]. (2) Given the product [NH2:21][C:14]1[C:15]([O:19][CH3:20])=[C:16]([NH:18][C:29]([NH:30][C:31]2[C:40]3[C:35](=[CH:36][CH:37]=[CH:38][CH:39]=3)[C:34]([O:41][C:42]3[CH:47]=[CH:46][N:45]=[C:44]([NH:48][C:49]4[CH:54]=[C:53]([O:55][CH2:56][CH2:57][O:58][CH2:59][CH2:60][O:61][CH2:62][CH2:63][O:64][CH3:65])[CH:52]=[C:51]([O:66][CH3:67])[CH:50]=4)[N:43]=3)=[CH:33][CH:32]=2)=[O:28])[CH:17]=[C:12]([C:8]([CH3:11])([CH3:9])[CH3:10])[CH:13]=1, predict the reactants needed to synthesize it. The reactants are: C(N(CC)CC)C.[C:8]([C:12]1[CH:13]=[C:14]([NH2:21])[C:15]([O:19][CH3:20])=[C:16]([NH2:18])[CH:17]=1)([CH3:11])([CH3:10])[CH3:9].C1([O:28][C:29](=O)[NH:30][C:31]2[C:40]3[C:35](=[CH:36][CH:37]=[CH:38][CH:39]=3)[C:34]([O:41][C:42]3[CH:47]=[CH:46][N:45]=[C:44]([NH:48][C:49]4[CH:54]=[C:53]([O:55][CH2:56][CH2:57][O:58][CH2:59][CH2:60][O:61][CH2:62][CH2:63][O:64][CH3:65])[CH:52]=[C:51]([O:66][CH3:67])[CH:50]=4)[N:43]=3)=[CH:33][CH:32]=2)C=CC=CC=1. (3) Given the product [Cl:10][C:3]1[C:4]2[CH:5]=[N:6][CH:7]=[CH:8][C:9]=2[NH:1][CH:2]=1, predict the reactants needed to synthesize it. The reactants are: [NH:1]1[C:9]2[CH:8]=[CH:7][N:6]=[CH:5][C:4]=2[CH:3]=[CH:2]1.[Cl:10]N1C(=O)CCC1=O.